Task: Regression. Given a peptide amino acid sequence and an MHC pseudo amino acid sequence, predict their binding affinity value. This is MHC class II binding data.. Dataset: Peptide-MHC class II binding affinity with 134,281 pairs from IEDB The peptide sequence is LTLPWQSGSGGVWRE. The MHC is DRB1_0405 with pseudo-sequence DRB1_0405. The binding affinity (normalized) is 0.